From a dataset of Full USPTO retrosynthesis dataset with 1.9M reactions from patents (1976-2016). Predict the reactants needed to synthesize the given product. (1) Given the product [C:12]1([C:10]2[N:2]=[C:3]3[CH2:7][CH2:6][CH2:5][N:4]3[CH:9]=2)[CH:17]=[CH:16][CH:15]=[CH:14][CH:13]=1, predict the reactants needed to synthesize it. The reactants are: Cl.[NH:2]=[C:3]1[CH2:7][CH2:6][CH2:5][NH:4]1.Br[CH2:9][C:10]([C:12]1[CH:17]=[CH:16][CH:15]=[CH:14][CH:13]=1)=O.C(=O)([O-])[O-].[Na+].[Na+].O. (2) Given the product [NH2:15][CH2:14][C:13]1[CH:12]=[CH:11][C:10]([CH2:9][NH:8][CH2:7][C:2]2[CH:3]=[CH:4][CH:5]=[CH:6][N:1]=2)=[CH:24][CH:23]=1, predict the reactants needed to synthesize it. The reactants are: [N:1]1[CH:6]=[CH:5][CH:4]=[CH:3][C:2]=1[CH2:7][NH:8][CH2:9][C:10]1[CH:24]=[CH:23][C:13]([CH2:14][NH:15]C(=O)OC(C)(C)C)=[CH:12][CH:11]=1.S(Cl)(Cl)=O. (3) Given the product [F:1][C:2]1[CH:3]=[C:4]([N:9]2[C:14](=[O:15])[C:13]([O:16][CH2:17][CH2:18][C@H:19]([O:21][Si:22]([C:25]([CH3:28])([CH3:27])[CH3:26])([CH3:24])[CH3:23])[CH3:20])=[C:12]([C:35]3[CH:36]=[CH:37][C:32]([S:31][CH3:30])=[CH:33][CH:34]=3)[CH:11]=[N:10]2)[CH:5]=[CH:6][C:7]=1[F:8], predict the reactants needed to synthesize it. The reactants are: [F:1][C:2]1[CH:3]=[C:4]([N:9]2[C:14](=[O:15])[C:13]([O:16][CH2:17][CH2:18][C@H:19]([O:21][Si:22]([C:25]([CH3:28])([CH3:27])[CH3:26])([CH3:24])[CH3:23])[CH3:20])=[C:12](Br)[CH:11]=[N:10]2)[CH:5]=[CH:6][C:7]=1[F:8].[CH3:30][S:31][C:32]1[CH:37]=[CH:36][C:35](B(O)O)=[CH:34][CH:33]=1.[O-]P([O-])([O-])=O.[K+].[K+].[K+].C(O)(C)C. (4) Given the product [ClH:45].[CH3:25][NH:24][CH2:23][C:11]1[CH:12]=[C:13]([S:14]([C:17]2[CH:18]=[CH:19][CH:20]=[CH:21][CH:22]=2)(=[O:15])=[O:16])[N:9]([C:8]2[C:3]([C:1]#[N:2])=[N:4][CH:5]=[CH:6][CH:7]=2)[N:10]=1, predict the reactants needed to synthesize it. The reactants are: [C:1]([C:3]1[C:8]([N:9]2[C:13]([S:14]([C:17]3[CH:22]=[CH:21][CH:20]=[CH:19][CH:18]=3)(=[O:16])=[O:15])=[CH:12][C:11]([CH2:23][N:24](C)[C:25](=O)OC(C)(C)C)=[N:10]2)=[CH:7][CH:6]=[CH:5][N:4]=1)#[N:2].C(OCC)(=O)C.C(OCC)(=O)C.[ClH:45]. (5) The reactants are: Br[C:2]1[S:6][C:5]([C:7]#[N:8])=[CH:4][CH:3]=1.[CH3:9][O:10][C:11]1[CH:16]=[CH:15][CH:14]=[CH:13][C:12]=1B(O)O.C(=O)([O-])[O-].[Na+].[Na+].ClCCl. Given the product [C:7]([C:5]1[S:6][C:2]([C:12]2[CH:13]=[CH:14][CH:15]=[CH:16][C:11]=2[O:10][CH3:9])=[CH:3][CH:4]=1)#[N:8], predict the reactants needed to synthesize it.